From a dataset of Catalyst prediction with 721,799 reactions and 888 catalyst types from USPTO. Predict which catalyst facilitates the given reaction. (1) The catalyst class is: 7. Product: [CH3:1][O:2][C:3](=[O:42])[CH2:4][C:5]1[CH:6]=[N:7][CH:8]=[C:9]([C:11]2[CH:16]=[CH:15][C:14]([C:17]([CH2:18][CH3:19])([C:20]3[CH:25]=[CH:24][C:23]([CH2:26][CH2:27][C:28]4([OH:33])[CH2:29][CH2:30][CH2:31][CH2:32]4)=[C:22]([CH3:38])[CH:21]=3)[CH2:39][CH3:40])=[CH:13][C:12]=2[CH3:41])[CH:10]=1. Reactant: [CH3:1][O:2][C:3](=[O:42])[CH2:4][C:5]1[CH:6]=[N:7][CH:8]=[C:9]([C:11]2[CH:16]=[CH:15][C:14]([C:17]([CH2:39][CH3:40])([C:20]3[CH:25]=[CH:24][C:23]([CH2:26][CH2:27][C:28]4([O:33][Si](C)(C)C)[CH2:32][CH2:31][CH2:30][CH2:29]4)=[C:22]([CH3:38])[CH:21]=3)[CH2:18][CH3:19])=[CH:13][C:12]=2[CH3:41])[CH:10]=1.[F-].C([N+](CCCC)(CCCC)CCCC)CCC.[Cl-].[NH4+].O. (2) Reactant: C1C=CC(P(C2C=CC3C(=CC=CC=3)C=2C2C3C(=CC=CC=3)C=CC=2P([C:41]2[CH:46]=[CH:45]C=CC=2)C2C=CC=CC=2)C2C=CC=CC=2)=CC=1.[N:47]12[CH2:54][CH2:53][CH:50]([CH2:51][CH2:52]1)[C@H:49]([NH:55][C:56]([C:58]1[C:62]3[CH:63]=[CH:64][C:65](Br)=[CH:66][C:61]=3[S:60][N:59]=1)=[O:57])[CH2:48]2.C(=O)([O-])[O-].[Cs+].[Cs+].N1CCCC1=O.C[N:81]1[CH2:85][CH2:84][NH:83]C1=O. Product: [N:47]12[CH2:54][CH2:53][CH:50]([CH2:51][CH2:52]1)[C@H:49]([NH:55][C:56]([C:58]1[C:62]3[CH:63]=[CH:64][C:65]([NH:81][CH2:85][CH2:84][NH:83][CH2:45][CH2:46][CH3:41])=[CH:66][C:61]=3[S:60][N:59]=1)=[O:57])[CH2:48]2. The catalyst class is: 164. (3) Reactant: [CH2:1]([O:3][C:4]([C:6]1[S:10][C:9](Br)=[N:8][C:7]=1[CH2:12][N:13]([CH2:20][C:21]1[CH:26]=[CH:25][C:24]([O:27][CH3:28])=[CH:23][C:22]=1[O:29][CH3:30])[CH2:14][C:15]([O:17][CH2:18][CH3:19])=[O:16])=[O:5])[CH3:2].[CH2:44]([Sn]([CH2:44][CH2:45][CH2:46][CH3:47])([CH2:44][CH2:45][CH2:46][CH3:47])[CH2:44][CH2:45][CH2:46][CH3:47])[CH2:45][CH2:46][CH3:47].[CH3:48][N:49](C)C=O. Product: [CH2:1]([O:3][C:4]([C:6]1[S:10][C:9]([C:44]2[CH:45]=[CH:46][CH:47]=[CH:48][N:49]=2)=[N:8][C:7]=1[CH2:12][N:13]([CH2:20][C:21]1[CH:26]=[CH:25][C:24]([O:27][CH3:28])=[CH:23][C:22]=1[O:29][CH3:30])[CH2:14][C:15]([O:17][CH2:18][CH3:19])=[O:16])=[O:5])[CH3:2]. The catalyst class is: 235. (4) Reactant: C[O:2][C:3](=[O:32])[CH2:4][N:5]1[C:13]2[C:8](=[CH:9][C:10]([F:14])=[CH:11][CH:12]=2)[C:7]([CH2:15][C:16]2[S:20][N:19]=[C:18]([Cl:21])[C:17]=2[S:22]([C:25]2[CH:30]=[CH:29][CH:28]=[CH:27][CH:26]=2)(=[O:24])=[O:23])=[C:6]1[CH3:31].[OH-].[Li+]. Product: [C:25]1([S:22]([C:17]2[C:18]([Cl:21])=[N:19][S:20][C:16]=2[CH2:15][C:7]2[C:8]3[C:13](=[CH:12][CH:11]=[C:10]([F:14])[CH:9]=3)[N:5]([CH2:4][C:3]([OH:32])=[O:2])[C:6]=2[CH3:31])(=[O:23])=[O:24])[CH:26]=[CH:27][CH:28]=[CH:29][CH:30]=1. The catalyst class is: 7. (5) Reactant: Cl[C:2]1[CH:9]=[N:8][CH:7]=[CH:6][C:3]=1[C:4]#[N:5].[CH3:10][O-:11].[Na+]. Product: [CH3:10][O:11][C:2]1[CH:9]=[N:8][CH:7]=[CH:6][C:3]=1[C:4]#[N:5]. The catalyst class is: 9. (6) The catalyst class is: 178. Reactant: [C:1]([O:5][C:6](=[O:17])[NH:7][C:8]1[CH:13]=[CH:12][CH:11]=[C:10]([N+:14]([O-])=O)[CH:9]=1)([CH3:4])([CH3:3])[CH3:2].O1CCCC1. Product: [C:1]([O:5][C:6](=[O:17])[NH:7][C:8]1[CH:13]=[CH:12][CH:11]=[C:10]([NH2:14])[CH:9]=1)([CH3:4])([CH3:2])[CH3:3].